Task: Predict the product of the given reaction.. Dataset: Forward reaction prediction with 1.9M reactions from USPTO patents (1976-2016) (1) The product is: [F:2][CH:3]([F:16])[O:4][C:5]1[CH:6]=[CH:7][C:8]([CH2:11][CH2:12][CH2:13][OH:14])=[CH:9][CH:10]=1. Given the reactants B.[F:2][CH:3]([F:16])[O:4][C:5]1[CH:10]=[CH:9][C:8]([CH2:11][CH2:12][C:13](O)=[O:14])=[CH:7][CH:6]=1, predict the reaction product. (2) Given the reactants [C:1]([O:5][C:6]([N:8]1[CH2:13][CH2:12][N:11]([C:14](=[S:16])[NH2:15])[CH2:10][CH2:9]1)=[O:7])([CH3:4])([CH3:3])[CH3:2].Br[CH2:18][C:19]([C:21]1[CH:29]=[CH:28][C:24]([C:25]([OH:27])=[O:26])=[CH:23][CH:22]=1)=O.CN1CCOCC1, predict the reaction product. The product is: [C:1]([O:5][C:6]([N:8]1[CH2:9][CH2:10][N:11]([C:14]2[S:16][CH:18]=[C:19]([C:21]3[CH:29]=[CH:28][C:24]([C:25]([OH:27])=[O:26])=[CH:23][CH:22]=3)[N:15]=2)[CH2:12][CH2:13]1)=[O:7])([CH3:4])([CH3:2])[CH3:3]. (3) Given the reactants [NH2:1][C:2]1[CH:12]=[CH:11][CH:10]=[CH:9][C:3]=1[C:4]([O:6]CC)=O.[Cl:13][CH2:14][C:15]#[N:16].Cl.[OH-].[NH4+], predict the reaction product. The product is: [Cl:13][CH2:14][C:15]1[NH:16][C:4](=[O:6])[C:3]2[C:2](=[CH:12][CH:11]=[CH:10][CH:9]=2)[N:1]=1.